From a dataset of Full USPTO retrosynthesis dataset with 1.9M reactions from patents (1976-2016). Predict the reactants needed to synthesize the given product. (1) Given the product [Br:1][C:2]1[CH:11]=[CH:10][C:9]2[O:8][C@@H:7]3[CH2:12][CH2:13][O:14][C@H:15]([CH3:16])[C@H:6]3[C:5](=[O:20])[C:4]=2[CH:3]=1, predict the reactants needed to synthesize it. The reactants are: [Br:1][C:2]1[CH:11]=[CH:10][C:9]2[O:8][C@@H:7]3[CH2:12][CH:13](OCC)[O:14][C@H:15]([CH3:16])[C@H:6]3[C:5](=[O:20])[C:4]=2[CH:3]=1.C([SiH](CC)CC)C.B(F)(F)F. (2) Given the product [O:5]=[C:6]1[C:14]2[C:9](=[CH:10][CH:11]=[CH:12][CH:13]=2)[C:8](=[O:15])[N:7]1[CH2:16][C:17]([Cl:3])=[O:19], predict the reactants needed to synthesize it. The reactants are: S(Cl)([Cl:3])=O.[O:5]=[C:6]1[C:14]2[C:9](=[CH:10][CH:11]=[CH:12][CH:13]=2)[C:8](=[O:15])[N:7]1[CH2:16][C:17]([OH:19])=O. (3) Given the product [CH3:9][O:8][C:6]([C@@H:2]1[CH2:3][CH2:4][CH2:5][N:1]1[C:11]1[C:20]([N+:21]([O-:23])=[O:22])=[CH:19][C:14]([C:15]([O:17][CH3:18])=[O:16])=[CH:13][N:12]=1)=[O:7], predict the reactants needed to synthesize it. The reactants are: [NH:1]1[CH2:5][CH2:4][CH2:3][C@H:2]1[C:6]([O:8][CH3:9])=[O:7].Cl[C:11]1[C:20]([N+:21]([O-:23])=[O:22])=[CH:19][C:14]([C:15]([O:17][CH3:18])=[O:16])=[CH:13][N:12]=1.